Predict the reactants needed to synthesize the given product. From a dataset of Full USPTO retrosynthesis dataset with 1.9M reactions from patents (1976-2016). (1) Given the product [CH3:44][S:41]([C:37]1[CH:36]=[C:35]2[C:40](=[CH:39][CH:38]=1)[N:32]([CH2:31][C:28]1[CH:27]=[CH:26][C:25]([C:7]3[CH:2]([CH3:1])[CH2:3][N:4]([C:17]([O:19][C:20]([CH3:21])([CH3:22])[CH3:23])=[O:18])[CH2:5][CH:6]=3)=[CH:30][N:29]=1)[CH:33]=[CH:34]2)(=[O:42])=[O:43], predict the reactants needed to synthesize it. The reactants are: [CH3:1][CH:2]1[C:7](B2OC(C)(C)C(C)(C)O2)=[CH:6][CH2:5][N:4]([C:17]([O:19][C:20]([CH3:23])([CH3:22])[CH3:21])=[O:18])[CH2:3]1.Br[C:25]1[CH:26]=[CH:27][C:28]([CH2:31][N:32]2[C:40]3[C:35](=[CH:36][C:37]([S:41]([CH3:44])(=[O:43])=[O:42])=[CH:38][CH:39]=3)[CH:34]=[CH:33]2)=[N:29][CH:30]=1.ClCCl.C(=O)([O-])[O-].[Cs+].[Cs+]. (2) Given the product [C:2]([C:4]1[CH:9]=[C:8]([CH:7]=[CH:6][C:5]=1[OH:11])[C:13]#[N:14])(=[O:3])[CH3:1], predict the reactants needed to synthesize it. The reactants are: [CH3:1][C:2]([C:4]1[CH:9]=[C:8](Br)[CH:7]=[CH:6][C:5]=1[OH:11])=[O:3].[Cu](C#N)[C:13]#[N:14].CCOCC.